Predict the reaction yield, written as a fraction of the theoretical maximum amount of product (1.0 means a 100% yield; for example, 0.34 means a 34% yield). From a dataset of Reaction yield outcomes from USPTO patents with 853,638 reactions. (1) The reactants are [N:1]1[CH:6]=[CH:5][CH:4]=[CH:3][CH:2]=1.Cl.[C:8](Cl)(=[O:15])[C:9]1[CH:14]=[CH:13][CH:12]=[N:11][CH:10]=1.[CH3:17][C:18]([CH3:44])([CH2:21][CH2:22][CH2:23][CH2:24][CH2:25][CH:26]([O:37][CH:38]1[CH2:43][CH2:42][CH2:41][CH2:40][O:39]1)[CH2:27][CH2:28][CH2:29][CH2:30][CH2:31][C:32]([CH3:36])([CH3:35])[CH2:33][OH:34])[CH2:19]O.C[C:46]([O:49]C)(C)C. No catalyst specified. The product is [O:39]1[CH2:40][CH2:41][CH2:42][CH2:43][CH:38]1[O:37][CH:26]([CH2:25][CH2:24][CH2:23][CH2:22][CH2:21][C:18]([CH3:44])([CH3:19])[CH2:17][C:8](=[O:15])[C:9]1[CH:14]=[CH:13][CH:12]=[N:11][CH:10]=1)[CH2:27][CH2:28][CH2:29][CH2:30][CH2:31][C:32]([CH3:36])([CH3:35])[CH2:33][O:34][C:46](=[O:49])[C:3]1[CH:4]=[CH:5][CH:6]=[N:1][CH:2]=1. The yield is 0.690. (2) The reactants are [Br:1][C:2]1[C:3]([NH:9][CH2:10][CH2:11][CH2:12][N:13](C)[C:14](=O)OC(C)(C)C)=[N:4][C:5]([Cl:8])=[N:6][CH:7]=1.FC(F)(F)C(O)=O. The yield is 0.820. The catalyst is C(Cl)Cl. The product is [Br:1][C:2]1[C:3]([NH:9][CH2:10][CH2:11][CH2:12][NH:13][CH3:14])=[N:4][C:5]([Cl:8])=[N:6][CH:7]=1. (3) The reactants are [CH2:1]([N:5]([CH2:15][CH2:16][CH2:17][CH3:18])[C:6]([C:8]1[C:12](Cl)=[C:11]([CH3:14])[NH:10][N:9]=1)=[O:7])[CH2:2][CH2:3][CH3:4].[O:19]1[CH2:24][CH2:23][CH2:22][CH2:21][CH:20]1[O:25][CH2:26]CC1NN=C(C(OCC)=O)C=1. No catalyst specified. The product is [CH2:1]([N:5]([CH2:15][CH2:16][CH2:17][CH3:18])[C:6]([C:8]1[CH:12]=[C:11]([CH2:14][CH2:26][O:25][CH:20]2[CH2:21][CH2:22][CH2:23][CH2:24][O:19]2)[NH:10][N:9]=1)=[O:7])[CH2:2][CH2:3][CH3:4]. The yield is 0.830. (4) The reactants are [CH3:1][O:2][C:3]1[CH:23]=[CH:22][C:6]([CH2:7][N:8]2[C:12]3[N:13]=[CH:14][C:15]4[CH2:16][CH:17]([NH2:21])[CH2:18][CH2:19][C:20]=4[C:11]=3[CH:10]=[N:9]2)=[CH:5][CH:4]=1.[C:24](O[C:24]([O:26][C:27]([CH3:30])([CH3:29])[CH3:28])=[O:25])([O:26][C:27]([CH3:30])([CH3:29])[CH3:28])=[O:25]. The catalyst is O1CCCC1. The product is [CH3:1][O:2][C:3]1[CH:4]=[CH:5][C:6]([CH2:7][N:8]2[C:12]3[N:13]=[CH:14][C:15]4[CH2:16][CH:17]([NH:21][C:24](=[O:25])[O:26][C:27]([CH3:30])([CH3:29])[CH3:28])[CH2:18][CH2:19][C:20]=4[C:11]=3[CH:10]=[N:9]2)=[CH:22][CH:23]=1. The yield is 0.330. (5) The catalyst is C1COCC1. The yield is 0.560. The reactants are [CH3:1][N:2]([CH3:10])[C:3]([CH:5]1[CH2:8][C:7](=[O:9])[CH2:6]1)=O.[H-].[H-].[H-].[H-].[Li+].[Al+3]. The product is [CH3:1][N:2]([CH2:3][CH:5]1[CH2:8][CH:7]([OH:9])[CH2:6]1)[CH3:10]. (6) The reactants are [CH2:1]([O:3][C:4]1[CH:5]=[C:6]([CH:30]=[CH:31][C:32]=1[O:33][CH2:34][CH3:35])[CH2:7][C:8]1[O:12][N:11]=[C:10]([C:13]2[CH:21]=[CH:20][CH:19]=[C:18]3[C:14]=2[CH2:15][CH2:16][C@H:17]3[NH:22]C(=O)OC(C)(C)C)[N:9]=1)[CH3:2].[ClH:36]. The catalyst is O1CCOCC1. The product is [ClH:36].[CH2:1]([O:3][C:4]1[CH:5]=[C:6]([CH:30]=[CH:31][C:32]=1[O:33][CH2:34][CH3:35])[CH2:7][C:8]1[O:12][N:11]=[C:10]([C:13]2[CH:21]=[CH:20][CH:19]=[C:18]3[C:14]=2[CH2:15][CH2:16][C@H:17]3[NH2:22])[N:9]=1)[CH3:2]. The yield is 0.960. (7) The reactants are [C:1]([O:5][C:6]([N:8]1[CH2:13][CH2:12][N:11]([C:14]2[CH:19]=[CH:18][C:17]([O:20][CH2:21][CH2:22][CH2:23][O:24][CH2:25][C:26]3[CH:31]=[CH:30][CH:29]=[CH:28][C:27]=3[O:32][CH3:33])=[CH:16][CH:15]=2)[C@@H:10]([CH:34]([O:38][C:39]2[CH:48]=[C:47]3[C:42]([CH2:43][CH2:44][CH2:45][NH:46]3)=[CH:41][CH:40]=2)[CH2:35][C:36]#[N:37])[CH2:9]1)=[O:7])([CH3:4])([CH3:3])[CH3:2].C1C[O:52][CH2:51][CH2:50]1. The catalyst is [Ni].CC(O)=O. The product is [C:1]([O:5][C:6]([N:8]1[CH2:13][CH2:12][N:11]([C:14]2[CH:19]=[CH:18][C:17]([O:20][CH2:21][CH2:22][CH2:23][O:24][CH2:25][C:26]3[CH:31]=[CH:30][CH:29]=[CH:28][C:27]=3[O:32][CH3:33])=[CH:16][CH:15]=2)[C@@H:10]([CH:34]([O:38][C:39]2[CH:48]=[C:47]3[C:42]([CH2:43][CH2:44][CH2:45][NH:46]3)=[CH:41][CH:40]=2)[CH2:35][CH2:36][NH:37][C:51](=[O:52])[CH3:50])[CH2:9]1)=[O:7])([CH3:4])([CH3:2])[CH3:3]. The yield is 0.870. (8) The reactants are [CH2:1]([O:3][C:4]([OH:16])=[C:5]1[C:13]2[C:8](=[CH:9][CH:10]=[CH:11][CH:12]=2)[C:7]([C:14]#[N:15])=[CH:6]1)[CH3:2].[Na].C(O)=O. The catalyst is C(O)C.[Pd]. The product is [CH2:1]([O:3][C:4]([CH:5]1[C:13]2[C:8](=[CH:9][CH:10]=[CH:11][CH:12]=2)[CH:7]([C:14]#[N:15])[CH2:6]1)=[O:16])[CH3:2]. The yield is 0.870. (9) The reactants are [OH:1][C:2]1[CH:21]=[CH:20][CH:19]=[CH:18][C:3]=1[C:4]([NH:6][CH:7]([CH3:17])[CH2:8][NH:9]C(=O)OC(C)(C)C)=[O:5]. The catalyst is Cl.CO. The product is [NH2:9][CH2:8][CH:7]([NH:6][C:4](=[O:5])[C:3]1[CH:18]=[CH:19][CH:20]=[CH:21][C:2]=1[OH:1])[CH3:17]. The yield is 0.960.